From a dataset of Forward reaction prediction with 1.9M reactions from USPTO patents (1976-2016). Predict the product of the given reaction. (1) Given the reactants [CH2:1]([C:5]1[CH:10]=[C:9](Cl)[N:8]=[C:7]([NH:12][C:13]2[CH:14]=[CH:15][C:16]([F:21])=[C:17]([CH:20]=2)[C:18]#[N:19])[N:6]=1)[CH2:2][CH2:3][CH3:4].Cl.Cl.[NH2:24][C@@H:25]1[CH2:30][CH2:29][CH2:28][NH:27][CH2:26]1, predict the reaction product. The product is: [NH2:24][C@@H:25]1[CH2:30][CH2:29][CH2:28][N:27]([C:9]2[CH:10]=[C:5]([CH2:1][CH2:2][CH2:3][CH3:4])[N:6]=[C:7]([NH:12][C:13]3[CH:14]=[CH:15][C:16]([F:21])=[C:17]([CH:20]=3)[C:18]#[N:19])[N:8]=2)[CH2:26]1. (2) Given the reactants [O:1]=[C:2]1[CH2:7][CH2:6][CH:5]([NH:8][C:9](=[O:15])[O:10][C:11]([CH3:14])([CH3:13])[CH3:12])[CH2:4][CH2:3]1.[CH2:16]1COC[CH2:17]1.C([Li])C, predict the reaction product. The product is: [CH2:16]([C:2]1([OH:1])[CH2:3][CH2:4][CH:5]([NH:8][C:9](=[O:15])[O:10][C:11]([CH3:12])([CH3:14])[CH3:13])[CH2:6][CH2:7]1)[CH3:17]. (3) Given the reactants C(O[C:4](=[O:26])[C:5]1[CH:10]=[CH:9][N:8]=[CH:7][C:6]=1[N:11]1[CH2:15][CH2:14][N:13]([C:16]2[CH:24]=[CH:23][C:19]3[N:20]=[CH:21][S:22][C:18]=3[CH:17]=2)[C:12]1=[O:25])C.CO.[NH3:29], predict the reaction product. The product is: [S:22]1[C:18]2[CH:17]=[C:16]([N:13]3[CH2:14][CH2:15][N:11]([C:6]4[CH:7]=[N:8][CH:9]=[CH:10][C:5]=4[C:4]([NH2:29])=[O:26])[C:12]3=[O:25])[CH:24]=[CH:23][C:19]=2[N:20]=[CH:21]1. (4) Given the reactants Br[CH:2]([CH3:9])[CH2:3][C:4]([O:6][CH2:7][CH3:8])=[O:5].[NH:10]1[CH2:15][CH2:14][CH2:13][CH2:12][CH2:11]1, predict the reaction product. The product is: [N:10]1([CH2:9][CH2:2][CH2:3][C:4]([O:6][CH2:7][CH3:8])=[O:5])[CH2:15][CH2:14][CH2:13][CH2:12][CH2:11]1. (5) Given the reactants O=C([NH:11][CH2:12][CH2:13][CH2:14][CH2:15][C@@H:16]([C:41]([O:43][C:44]([CH3:47])([CH3:46])[CH3:45])=[O:42])[NH:17][C:18](=[O:40])[NH:19][C@H:20]([C:33]([O:35][C:36]([CH3:39])([CH3:38])[CH3:37])=[O:34])[CH2:21][CH2:22][C:23]([O:25]CC1C=CC=CC=1)=[O:24])OCC1C=CC=CC=1.C([O-])=O.[NH4+], predict the reaction product. The product is: [NH2:11][CH2:12][CH2:13][CH2:14][CH2:15][C@H:16]([NH:17][C:18](=[O:40])[NH:19][C@H:20]([C:33]([O:35][C:36]([CH3:39])([CH3:38])[CH3:37])=[O:34])[CH2:21][CH2:22][C:23]([OH:25])=[O:24])[C:41]([O:43][C:44]([CH3:47])([CH3:46])[CH3:45])=[O:42]. (6) Given the reactants CS(O[CH2:6][CH2:7][N:8]1[C:16]2[N:15]=[C:14]([NH2:17])[N:13]3[N:18]=[C:19]([C:21]4[O:22][CH:23]=[CH:24][CH:25]=4)[N:20]=[C:12]3[C:11]=2[CH:10]=[CH:9]1)(=O)=O.[F:26][C:27]1[CH:32]=[C:31]([F:33])[CH:30]=[CH:29][C:28]=1[SH:34].CCN(C(C)C)C(C)C, predict the reaction product. The product is: [F:26][C:27]1[CH:32]=[C:31]([F:33])[CH:30]=[CH:29][C:28]=1[S:34][CH2:6][CH2:7][N:8]1[C:16]2[N:15]=[C:14]([NH2:17])[N:13]3[N:18]=[C:19]([C:21]4[O:22][CH:23]=[CH:24][CH:25]=4)[N:20]=[C:12]3[C:11]=2[CH:10]=[CH:9]1. (7) The product is: [Cl:1][C:2]1[CH:3]=[C:4]2[C:8](=[C:9]([F:11])[CH:10]=1)[N:7]([CH:12]1[CH2:16][CH2:15][S:14](=[O:18])(=[O:17])[CH2:13]1)[C:6]([CH2:19][N:33]1[C:37]3=[CH:38][N:39]=[CH:40][CH:41]=[C:36]3[C:35]3([CH2:42][CH2:43]3)[C:34]1=[O:44])=[CH:5]2. Given the reactants [Cl:1][C:2]1[CH:3]=[C:4]2[C:8](=[C:9]([F:11])[CH:10]=1)[N:7]([CH:12]1[CH2:16][CH2:15][S:14](=[O:18])(=[O:17])[CH2:13]1)[C:6]([CH2:19]O)=[CH:5]2.C(N(CC)CC)C.CS(Cl)(=O)=O.[NH:33]1[C:37]2=[CH:38][N:39]=[CH:40][CH:41]=[C:36]2[C:35]2([CH2:43][CH2:42]2)[C:34]1=[O:44].CC([O-])(C)C.[Na+], predict the reaction product.